Dataset: NCI-60 drug combinations with 297,098 pairs across 59 cell lines. Task: Regression. Given two drug SMILES strings and cell line genomic features, predict the synergy score measuring deviation from expected non-interaction effect. (1) Drug 1: C1=CC(=CC=C1C#N)C(C2=CC=C(C=C2)C#N)N3C=NC=N3. Drug 2: C(CN)CNCCSP(=O)(O)O. Cell line: SNB-75. Synergy scores: CSS=0.717, Synergy_ZIP=0.0907, Synergy_Bliss=-0.199, Synergy_Loewe=0.173, Synergy_HSA=-1.28. (2) Drug 1: CC1OCC2C(O1)C(C(C(O2)OC3C4COC(=O)C4C(C5=CC6=C(C=C35)OCO6)C7=CC(=C(C(=C7)OC)O)OC)O)O. Drug 2: CN1C(=O)N2C=NC(=C2N=N1)C(=O)N. Cell line: NCI-H460. Synergy scores: CSS=33.0, Synergy_ZIP=-3.28, Synergy_Bliss=-6.62, Synergy_Loewe=-12.5, Synergy_HSA=-4.25.